From a dataset of Peptide-MHC class II binding affinity with 134,281 pairs from IEDB. Regression. Given a peptide amino acid sequence and an MHC pseudo amino acid sequence, predict their binding affinity value. This is MHC class II binding data. (1) The peptide sequence is RMRRPTGKVTLEADV. The MHC is HLA-DQA10201-DQB10303 with pseudo-sequence HLA-DQA10201-DQB10303. The binding affinity (normalized) is 0.236. (2) The peptide sequence is TFTVEKGSNEKHLAV. The MHC is HLA-DQA10104-DQB10503 with pseudo-sequence HLA-DQA10104-DQB10503. The binding affinity (normalized) is 0.0866.